Predict the reaction yield, written as a fraction of the theoretical maximum amount of product (1.0 means a 100% yield; for example, 0.34 means a 34% yield). From a dataset of Reaction yield outcomes from USPTO patents with 853,638 reactions. (1) The yield is 0.900. The reactants are [F:1][C:2]1[CH:17]=[CH:16][C:5]([O:6][C:7]2[CH:8]=[C:9]([N+:13]([O-])=O)[CH:10]=[CH:11][CH:12]=2)=[CH:4][CH:3]=1. The product is [F:1][C:2]1[CH:17]=[CH:16][C:5]([O:6][C:7]2[CH:8]=[C:9]([CH:10]=[CH:11][CH:12]=2)[NH2:13])=[CH:4][CH:3]=1. The catalyst is C(O)C.[Pd]. (2) The reactants are [H-].[Na+].[NH2:3][C:4]1[CH:11]=[CH:10][C:7]([C:8]#[N:9])=[CH:6][C:5]=1[I:12].[C:13]([O:17][C:18](O[C:18]([O:17][C:13]([CH3:16])([CH3:15])[CH3:14])=[O:19])=[O:19])([CH3:16])([CH3:15])[CH3:14]. The catalyst is CN(C)C=O.CCOC(C)=O.O. The product is [C:8]([C:7]1[CH:10]=[CH:11][C:4]([NH:3][C:18](=[O:19])[O:17][C:13]([CH3:16])([CH3:15])[CH3:14])=[C:5]([I:12])[CH:6]=1)#[N:9]. The yield is 0.570.